Predict the reaction yield, written as a fraction of the theoretical maximum amount of product (1.0 means a 100% yield; for example, 0.34 means a 34% yield). From a dataset of Reaction yield outcomes from USPTO patents with 853,638 reactions. (1) The reactants are [CH2:1]([N:3]1[C:11]2[C:6](=[CH:7][CH:8]=[C:9]([O:12][CH3:13])[CH:10]=2)[C:5]([C:14]#[N:15])=[C:4]1[C:16]1[CH:17]=[CH:18][C:19]2[O:24][CH2:23][C:22](=[O:25])[NH:21][C:20]=2[CH:26]=1)[CH3:2].[H-].[Na+].[CH3:29]I. The catalyst is C1COCC1. The product is [CH2:1]([N:3]1[C:11]2[C:6](=[CH:7][CH:8]=[C:9]([O:12][CH3:13])[CH:10]=2)[C:5]([C:14]#[N:15])=[C:4]1[C:16]1[CH:17]=[CH:18][C:19]2[O:24][CH2:23][C:22](=[O:25])[N:21]([CH3:29])[C:20]=2[CH:26]=1)[CH3:2]. The yield is 0.760. (2) The reactants are Cl[C:2]1[C:3]([C:14]([O:16][CH3:17])=[O:15])=[N:4][C:5]([C:8]2[CH:13]=[CH:12][CH:11]=[CH:10][CH:9]=2)=[CH:6][N:7]=1.[CH3:18][NH2:19].CO. The catalyst is O1CCCC1.C(OCC)(=O)C. The product is [CH3:18][NH:19][C:2]1[C:3]([C:14]([O:16][CH3:17])=[O:15])=[N:4][C:5]([C:8]2[CH:13]=[CH:12][CH:11]=[CH:10][CH:9]=2)=[CH:6][N:7]=1. The yield is 0.240. (3) The product is [C:37]([N:31]1[C@@H:27]2[CH2:26][CH2:25][C@H:24]1[CH2:23][N:22]([C:19]1[CH:20]=[CH:21][C:16]([NH:15][C:12]3[N:13]=[CH:14][C:9]4[CH:8]=[C:7]([C:32]([N:34]([CH3:36])[CH3:35])=[O:33])[N:6]([CH:1]5[CH2:2][CH2:3][CH2:4][CH2:5]5)[C:10]=4[N:11]=3)=[N:17][CH:18]=1)[C:29](=[O:30])[CH2:28]2)(=[O:39])[CH3:38]. The catalyst is CCOC(C)=O. The reactants are [CH:1]1([N:6]2[C:10]3[N:11]=[C:12]([NH:15][C:16]4[CH:21]=[CH:20][C:19]([N:22]5[C:29](=[O:30])[CH2:28][C@@H:27]6[NH:31][C@@H:24]([CH2:25][CH2:26]6)[CH2:23]5)=[CH:18][N:17]=4)[N:13]=[CH:14][C:9]=3[CH:8]=[C:7]2[C:32]([N:34]([CH3:36])[CH3:35])=[O:33])[CH2:5][CH2:4][CH2:3][CH2:2]1.[C:37](OC(=O)C)(=[O:39])[CH3:38].C(N(C(C)C)CC)(C)C.C(Cl)Cl. The yield is 0.520.